The task is: Predict the product of the given reaction.. This data is from Forward reaction prediction with 1.9M reactions from USPTO patents (1976-2016). (1) Given the reactants Br[C:2]1[CH:3]=[C:4]([CH:21]=[CH:22][CH:23]=1)[C:5]([NH:7][S:8]([C:11]1[CH:16]=[CH:15][CH:14]=[CH:13][C:12]=1[S:17](=[O:20])(=[O:19])[NH2:18])(=[O:10])=[O:9])=[O:6].[C:24]([C:28]#[C:29]B(OC(C)C)OC(C)C)([CH3:27])([CH3:26])[CH3:25], predict the reaction product. The product is: [CH3:25][C:24]([CH3:27])([CH3:26])[C:28]#[C:29][C:2]1[CH:3]=[C:4]([CH:21]=[CH:22][CH:23]=1)[C:5]([NH:7][S:8]([C:11]1[CH:16]=[CH:15][CH:14]=[CH:13][C:12]=1[S:17](=[O:20])(=[O:19])[NH2:18])(=[O:10])=[O:9])=[O:6]. (2) Given the reactants C([SiH2][O:6][C:7](C)(C)[CH:8]1[CH2:11][CH:10]([C@@H:12]2[C:17]([C:19]3[CH:24]=[CH:23][C:22]([CH2:25][CH2:26][C:27]([CH3:30])([CH3:29])[CH3:28])=[C:21]([Cl:31])[CH:20]=3)([CH3:18])[NH:16][C:15](=[O:32])[N:14]([CH:33]3[CH2:36][C:35]([F:38])([F:37])[CH2:34]3)[C:13]2=O)[CH2:9]1)(C)(C)C.Cl.C(OCC)(=O)C.O, predict the reaction product. The product is: [Cl:31][C:21]1[CH:20]=[C:19]([C@@:17]2([CH3:18])[C:12]([CH:10]3[CH2:11][CH:8]([CH2:7][OH:6])[CH2:9]3)=[CH:13][N:14]([CH:33]3[CH2:34][C:35]([F:38])([F:37])[CH2:36]3)[C:15](=[O:32])[NH:16]2)[CH:24]=[CH:23][C:22]=1[CH2:25][CH2:26][C:27]([CH3:30])([CH3:29])[CH3:28]. (3) Given the reactants [CH3:1][CH2:2]N(C(C)C)C(C)C.[C:10]([C:12]1[CH:13]=[CH:14][C:15]([OH:32])=[C:16]([NH:18][CH:19]2[CH2:24][CH2:23][N:22]([C:25]([O:27][C:28]([CH3:31])([CH3:30])[CH3:29])=[O:26])[CH2:21][CH2:20]2)[CH:17]=1)#[N:11].ClC(Cl)(OC(=O)OC(Cl)(Cl)Cl)Cl, predict the reaction product. The product is: [C:10]([C:12]1[CH:13]=[CH:14][C:15]2[O:32][C:1](=[CH2:2])[N:18]([CH:19]3[CH2:24][CH2:23][N:22]([C:25]([O:27][C:28]([CH3:29])([CH3:31])[CH3:30])=[O:26])[CH2:21][CH2:20]3)[C:16]=2[CH:17]=1)#[N:11]. (4) Given the reactants [C:1]1([C:7]2[N:8]=[C:9]3[N:14]=[C:13]([NH2:15])[CH:12]=[CH:11][N:10]3[CH:16]=2)[CH:6]=[CH:5][CH:4]=[CH:3][CH:2]=1.C[Al](C)C.C1(C)C=CC=CC=1.C[O:29][C:30]([C:32]1[C:37]([CH3:38])=[CH:36][CH:35]=[C:34]([CH3:39])[N:33]=1)=O, predict the reaction product. The product is: [CH3:38][C:37]1[C:32]([C:30]([NH:15][C:13]2[CH:12]=[CH:11][N:10]3[CH:16]=[C:7]([C:1]4[CH:2]=[CH:3][CH:4]=[CH:5][CH:6]=4)[N:8]=[C:9]3[N:14]=2)=[O:29])=[N:33][C:34]([CH3:39])=[CH:35][CH:36]=1. (5) Given the reactants [C:1]([NH:4][CH2:5][CH2:6][C:7]1[CH:12]=[CH:11][CH:10]=[CH:9][C:8]=1[C:13]1[O:17][N:16]=[C:15]([C@@H:18]2[C@@H:23]([C:24]3[CH:29]=[CH:28][C:27]([F:30])=[C:26]([F:31])[CH:25]=3)[CH2:22][CH2:21][N:20](C(OC(C)(C)C)=O)[CH2:19]2)[C:14]=1[Br:39])(=[O:3])[CH3:2].Cl.O1CCOCC1, predict the reaction product. The product is: [Br:39][C:14]1[C:15]([C@@H:18]2[C@@H:23]([C:24]3[CH:29]=[CH:28][C:27]([F:30])=[C:26]([F:31])[CH:25]=3)[CH2:22][CH2:21][NH:20][CH2:19]2)=[N:16][O:17][C:13]=1[C:8]1[CH:9]=[CH:10][CH:11]=[CH:12][C:7]=1[CH2:6][CH2:5][NH:4][C:1](=[O:3])[CH3:2]. (6) Given the reactants [CH3:1][N:2]1[CH2:7][CH2:6][C:5]([C:8]2[CH:16]=[C:15]3[C:11]([CH:12]=[CH:13][NH:14]3)=[CH:10][CH:9]=2)=[CH:4][CH2:3]1.[CH3:17][N:18]([CH3:22])[C:19](Cl)=[O:20].C[Si]([N-][Si](C)(C)C)(C)C.[Na+], predict the reaction product. The product is: [CH3:17][N:18]([CH3:22])[C:19]([N:14]1[C:15]2[C:11](=[CH:10][CH:9]=[C:8]([C:5]3[CH2:6][CH2:7][N:2]([CH3:1])[CH2:3][CH:4]=3)[CH:16]=2)[CH:12]=[CH:13]1)=[O:20]. (7) Given the reactants C(=O)([O-])[O-].[K+].[K+].[NH:7]1[CH2:12][CH2:11][C:10](=[O:13])[CH2:9][CH2:8]1.[F:14][C:15]1[CH:16]=[C:17]([N+:23]([O-:25])=[O:24])[CH:18]=[C:19]([F:22])[C:20]=1F, predict the reaction product. The product is: [F:14][C:15]1[CH:16]=[C:17]([N+:23]([O-:25])=[O:24])[CH:18]=[C:19]([F:22])[C:20]=1[N:7]1[CH2:12][CH2:11][C:10](=[O:13])[CH2:9][CH2:8]1. (8) The product is: [Cl:19][C:17]1[CH:16]=[CH:15][C:14]2[N:8]([CH2:7][C:6]([CH3:48])([CH3:49])[CH2:5][OH:4])[C:9](=[O:47])[C@@H:10]([CH2:28][C:29]([NH:31][C:32]3[CH:37]=[CH:36][C:35]([O:38][C:39]([F:45])([F:46])[C:40]([OH:42])=[O:41])=[CH:34][CH:33]=3)=[O:30])[O:11][C@@H:12]([CH2:20][CH:21]([CH3:27])[CH2:22][CH3:23])[C:13]=2[CH:18]=1. Given the reactants C([O:4][CH2:5][C:6]([CH3:49])([CH3:48])[CH2:7][N:8]1[C:14]2[CH:15]=[CH:16][C:17]([Cl:19])=[CH:18][C:13]=2[C@H:12]([C:20]2C=C[CH:23]=[C:22](C)[C:21]=2[CH3:27])[O:11][C@H:10]([CH2:28][C:29]([NH:31][C:32]2[CH:37]=[CH:36][C:35]([O:38][C:39]([F:46])([F:45])[C:40]([O:42]CC)=[O:41])=[CH:34][CH:33]=2)=[O:30])[C:9]1=[O:47])(=O)C.[OH-].[Na+].C(O)C, predict the reaction product. (9) Given the reactants [Cl:1][C:2]1[CH:7]=[CH:6][C:5]([C@@H:8]([CH:13]([C:18]([O:20][CH3:21])=[O:19])[C:14](OC)=[O:15])[CH2:9][N+:10]([O-])=O)=[CH:4][CH:3]=1, predict the reaction product. The product is: [Cl:1][C:2]1[CH:7]=[CH:6][C:5]([C@@H:8]2[CH2:9][NH:10][C:14](=[O:15])[C@H:13]2[C:18]([O:20][CH3:21])=[O:19])=[CH:4][CH:3]=1.